Task: Predict the reaction yield, written as a fraction of the theoretical maximum amount of product (1.0 means a 100% yield; for example, 0.34 means a 34% yield).. Dataset: Reaction yield outcomes from USPTO patents with 853,638 reactions (1) The yield is 0.810. No catalyst specified. The reactants are [CH3:1][O:2][C:3]([C@@H:5]1[C@@H:10]([O:11][C:12](=[O:14])[CH3:13])[C@H:9]([O:15][C:16](=[O:18])[CH3:17])[C@@H:8]([O:19][C:20](=[O:22])[CH3:21])[C@H:7](Br)[O:6]1)=[O:4].[F:24][C:25]1[CH:26]=[C:27]([CH:30]=[CH:31][C:32]=1[OH:33])[CH:28]=[O:29]. The product is [CH3:1][O:2][C:3]([C@@H:5]1[C@@H:10]([O:11][C:12](=[O:14])[CH3:13])[C@H:9]([O:15][C:16](=[O:18])[CH3:17])[C@@H:8]([O:19][C:20](=[O:22])[CH3:21])[C@H:7]([O:33][C:32]2[CH:31]=[CH:30][C:27]([CH:28]=[O:29])=[CH:26][C:25]=2[F:24])[O:6]1)=[O:4]. (2) The reactants are [OH:1][C:2]1[CH:7]=[CH:6][CH:5]=[CH:4][C:3]=1[CH:8]=[CH:9][C:10](=[O:20])[CH:11]=[CH:12][C:13]1[CH:18]=[CH:17][CH:16]=[CH:15][C:14]=1[OH:19].[BH4-].[Na+]. The catalyst is C1COCC1.CO. The product is [OH:1][C:2]1[CH:7]=[CH:6][CH:5]=[CH:4][C:3]=1[CH:8]=[CH:9][CH:10]([OH:20])[CH2:11][CH2:12][C:13]1[CH:18]=[CH:17][CH:16]=[CH:15][C:14]=1[OH:19]. The yield is 0.660.